From a dataset of Forward reaction prediction with 1.9M reactions from USPTO patents (1976-2016). Predict the product of the given reaction. (1) Given the reactants O.OO.N[C:5]([NH2:7])=[O:6].[OH-].[Na+].[C:10]([O:14][C:15]([N:17]1[CH2:42][CH2:41][C:20]2([CH2:23][N:22]([C@H:24]3[C:32]4[C:27](=[CH:28][C:29]([C:33]5[CH:34]=[N:35][C:36](C#N)=[CH:37][CH:38]=5)=[CH:30][CH:31]=4)[CH2:26][CH2:25]3)[CH2:21]2)[CH2:19][CH2:18]1)=[O:16])([CH3:13])([CH3:12])[CH3:11], predict the reaction product. The product is: [C:10]([O:14][C:15]([N:17]1[CH2:42][CH2:41][C:20]2([CH2:23][N:22]([C@H:24]3[C:32]4[C:27](=[CH:28][C:29]([C:33]5[CH:34]=[N:35][C:36]([C:5](=[O:6])[NH2:7])=[CH:37][CH:38]=5)=[CH:30][CH:31]=4)[CH2:26][CH2:25]3)[CH2:21]2)[CH2:19][CH2:18]1)=[O:16])([CH3:13])([CH3:11])[CH3:12]. (2) Given the reactants C[O:2][C:3]1[C:12]2[C:7](=[CH:8][CH:9]=[CH:10][CH:11]=2)[C:6]([C:13]2[CH:22]=[CH:21][C:20]3[C:15](=[CH:16][CH:17]=[CH:18][CH:19]=3)[CH:14]=2)=[CH:5][CH:4]=1.Br.C(O)(=O)C, predict the reaction product. The product is: [CH:14]1[C:15]2[C:20](=[CH:19][CH:18]=[CH:17][CH:16]=2)[CH:21]=[CH:22][C:13]=1[C:6]1[C:7]2[C:12](=[CH:11][CH:10]=[CH:9][CH:8]=2)[C:3]([OH:2])=[CH:4][CH:5]=1. (3) Given the reactants C[O:2][C:3](=[O:39])[C:4]1[CH:9]=[CH:8][CH:7]=[C:6]([CH3:10])[C:5]=1[NH:11][C:12]([N:14]1[CH2:19][CH2:18][N:17]([C:20]2[CH:25]=[CH:24][C:23]([NH:26][C:27]([NH:29][C:30]3[CH:35]=[C:34]([CH3:36])[CH:33]=[CH:32][C:31]=3[O:37][CH3:38])=[O:28])=[CH:22][CH:21]=2)[CH2:16][CH2:15]1)=[O:13].O1CCCC1.CO.Cl, predict the reaction product. The product is: [CH3:38][O:37][C:31]1[CH:32]=[CH:33][C:34]([CH3:36])=[CH:35][C:30]=1[NH:29][C:27](=[O:28])[NH:26][C:23]1[CH:22]=[CH:21][C:20]([N:17]2[CH2:18][CH2:19][N:14]([C:12]([NH:11][C:5]3[C:6]([CH3:10])=[CH:7][CH:8]=[CH:9][C:4]=3[C:3]([OH:39])=[O:2])=[O:13])[CH2:15][CH2:16]2)=[CH:25][CH:24]=1.